This data is from Catalyst prediction with 721,799 reactions and 888 catalyst types from USPTO. The task is: Predict which catalyst facilitates the given reaction. Reactant: [C:1]([C:5]1[CH:6]=[C:7]([CH:12]=[CH:13][C:14]=1[O:15][CH3:16])[C:8]([O:10]C)=[O:9])([CH3:4])([CH3:3])[CH3:2].CO.O.Cl. Product: [C:1]([C:5]1[CH:6]=[C:7]([CH:12]=[CH:13][C:14]=1[O:15][CH3:16])[C:8]([OH:10])=[O:9])([CH3:4])([CH3:2])[CH3:3]. The catalyst class is: 74.